This data is from Reaction yield outcomes from USPTO patents with 853,638 reactions. The task is: Predict the reaction yield, written as a fraction of the theoretical maximum amount of product (1.0 means a 100% yield; for example, 0.34 means a 34% yield). (1) The reactants are O1CCCC1.[O:6]([CH2:13][C:14]1[N:19]=[CH:18][C:17]([CH2:20][C:21](Cl)=[N:22][OH:23])=[CH:16][CH:15]=1)[C:7]1[CH:12]=[CH:11][CH:10]=[CH:9][CH:8]=1.[C:25]([C:27]1[C:28]([NH2:33])=[N:29][CH:30]=[CH:31][CH:32]=1)#[CH:26].C(N(CC)CC)C. The catalyst is O. The product is [O:6]([CH2:13][C:14]1[N:19]=[CH:18][C:17]([CH2:20][C:21]2[CH:26]=[C:25]([C:27]3[C:28]([NH2:33])=[N:29][CH:30]=[CH:31][CH:32]=3)[O:23][N:22]=2)=[CH:16][CH:15]=1)[C:7]1[CH:12]=[CH:11][CH:10]=[CH:9][CH:8]=1. The yield is 0.0660. (2) The reactants are [F:1][C:2]([F:9])([F:8])[C:3]1([OH:7])[CH2:6][CH2:5][CH2:4]1.[CH:10]1[N:14]=[CH:13][N:12]([C:15](N2C=NC=C2)=[O:16])[CH:11]=1. The catalyst is C1COCC1. The product is [N:12]1([C:15]([O:7][C:3]2([C:2]([F:9])([F:8])[F:1])[CH2:6][CH2:5][CH2:4]2)=[O:16])[CH:11]=[CH:10][N:14]=[CH:13]1. The yield is 0.0598. (3) The reactants are [Cl:1][C:2]1[N:3]=[N:4][C:5](Cl)=[C:6]([CH3:9])[C:7]=1[CH3:8].[N:11]1[CH:16]=[CH:15][CH:14]=[CH:13][C:12]=1[CH2:17]C#N.C[Si]([N-][Si](C)(C)C)(C)C.[Na+].C1C[O:33]CC1. No catalyst specified. The product is [Cl:1][C:2]1[N:3]=[N:4][C:5]([C:17]([C:12]2[CH:13]=[CH:14][CH:15]=[CH:16][N:11]=2)=[O:33])=[C:6]([CH3:9])[C:7]=1[CH3:8]. The yield is 0.440. (4) The reactants are [CH2:1]([O:3][C:4]([C:6]1[O:7][C:8]2[CH:15]=[CH:14][CH:13]=[C:12]([OH:16])[C:9]=2[C:10]=1[CH3:11])=[O:5])[CH3:2].IC.[C:19]([O-])([O-])=O.[K+].[K+].CN(C=O)C. The catalyst is [Cl-].[Na+].O. The product is [CH2:1]([O:3][C:4]([C:6]1[O:7][C:8]2[CH:15]=[CH:14][CH:13]=[C:12]([O:16][CH3:19])[C:9]=2[C:10]=1[CH3:11])=[O:5])[CH3:2]. The yield is 0.760.